This data is from NCI-60 drug combinations with 297,098 pairs across 59 cell lines. The task is: Regression. Given two drug SMILES strings and cell line genomic features, predict the synergy score measuring deviation from expected non-interaction effect. (1) Drug 1: COC1=C2C(=CC3=C1OC=C3)C=CC(=O)O2. Drug 2: C1CN(P(=O)(OC1)NCCCl)CCCl. Cell line: 786-0. Synergy scores: CSS=-2.80, Synergy_ZIP=1.41, Synergy_Bliss=1.07, Synergy_Loewe=-2.40, Synergy_HSA=-2.42. (2) Drug 1: C1=CC(=CC=C1C#N)C(C2=CC=C(C=C2)C#N)N3C=NC=N3. Drug 2: C1CCC(C(C1)N)N.C(=O)(C(=O)[O-])[O-].[Pt+4]. Cell line: OVCAR3. Synergy scores: CSS=15.1, Synergy_ZIP=-5.43, Synergy_Bliss=1.12, Synergy_Loewe=-0.817, Synergy_HSA=-0.612.